This data is from Full USPTO retrosynthesis dataset with 1.9M reactions from patents (1976-2016). The task is: Predict the reactants needed to synthesize the given product. (1) The reactants are: Cl.Cl[CH2:3][C:4]1[CH:9]=[CH:8][CH:7]=[CH:6][N:5]=1.[OH-].[Na+].[H-].[Na+].[NH:14]1[CH:18]=[CH:17][C:16]([N:19]2C(=O)C3C(=CC=CC=3)C2=O)=[N:15]1. Given the product [N:5]1[CH:6]=[CH:7][CH:8]=[CH:9][C:4]=1[CH2:3][N:14]1[CH:18]=[CH:17][C:16]([NH2:19])=[N:15]1, predict the reactants needed to synthesize it. (2) Given the product [CH:11]1([N:16]2[C:2]3[C:3](=[CH:6][C:7]([I:10])=[CH:8][CH:9]=3)[CH:4]=[N:17]2)[CH2:15][CH2:14][CH2:13][CH2:12]1, predict the reactants needed to synthesize it. The reactants are: F[C:2]1[CH:9]=[CH:8][C:7]([I:10])=[CH:6][C:3]=1[CH:4]=O.[CH:11]1([NH:16][NH2:17])[CH2:15][CH2:14][CH2:13][CH2:12]1.C(=O)([O-])[O-].[Cs+].[Cs+].CC([O-])(C)C.[K+]. (3) Given the product [F:15][C:16]([F:26])([F:27])[O:17][C:18]1[CH:25]=[CH:24][CH:23]=[CH:22][C:19]=1[CH2:20][NH:21][C:8]1[CH:7]=[CH:6][C:5]2[C:4]([NH2:1])=[CH:13][CH:12]=[CH:11][C:10]=2[N:9]=1, predict the reactants needed to synthesize it. The reactants are: [N+:1]([C:4]1[CH:13]=[CH:12][CH:11]=[C:10]2[C:5]=1[CH:6]=[CH:7][C:8](Cl)=[N:9]2)([O-])=O.[F:15][C:16]([F:27])([F:26])[O:17][C:18]1[CH:25]=[CH:24][CH:23]=[CH:22][C:19]=1[CH2:20][NH2:21]. (4) Given the product [N:22]1[CH:21]=[N:20][N:18]2[CH:19]=[C:14]([C:13]3[N:9]([C:4]4[CH:5]=[CH:6][C:7]([F:8])=[C:2]([Cl:1])[CH:3]=4)[C:10](=[O:24])[N:11]([C:31](=[O:33])[CH3:30])[C:12]=3[CH3:23])[CH:15]=[CH:16][C:17]=12, predict the reactants needed to synthesize it. The reactants are: [Cl:1][C:2]1[CH:3]=[C:4]([N:9]2[C:13]([C:14]3[CH:15]=[CH:16][C:17]4[N:18]([N:20]=[CH:21][N:22]=4)[CH:19]=3)=[C:12]([CH3:23])[NH:11][C:10]2=[O:24])[CH:5]=[CH:6][C:7]=1[F:8].CN(C)C=O.[CH3:30][C:31](C)([O-:33])C.[K+].C(OC(=O)C)(=O)C. (5) Given the product [CH3:3][O:4][C:5]1[CH:6]=[C:7]([C:13]2[CH:18]=[CH:17][C:16]([C:19]([NH:21][C@@H:22]([CH:27]3[CH2:28][CH2:29][CH2:30][CH2:31][CH2:32]3)[C:23]([OH:25])=[O:24])=[O:20])=[C:15]([NH:33][C:34]([NH:36][C:37]3[C:38]([CH3:45])=[CH:39][C:40]([CH3:44])=[CH:41][C:42]=3[CH3:43])=[O:35])[CH:14]=2)[CH:8]=[CH:9][C:10]=1[O:11][CH3:12], predict the reactants needed to synthesize it. The reactants are: [OH-].[Li+].[CH3:3][O:4][C:5]1[CH:6]=[C:7]([C:13]2[CH:18]=[CH:17][C:16]([C:19]([NH:21][C@@H:22]([CH:27]3[CH2:32][CH2:31][CH2:30][CH2:29][CH2:28]3)[C:23]([O:25]C)=[O:24])=[O:20])=[C:15]([NH:33][C:34]([NH:36][C:37]3[C:42]([CH3:43])=[CH:41][C:40]([CH3:44])=[CH:39][C:38]=3[CH3:45])=[O:35])[CH:14]=2)[CH:8]=[CH:9][C:10]=1[O:11][CH3:12].CO.O. (6) Given the product [CH3:19][O:18][C:14]1[CH:15]=[CH:16][CH:17]=[C:12]([N:8]2[C:9]3[C:5](=[CH:4][CH:3]=[C:2]([Cl:1])[CH:10]=3)[CH:6]=[CH:7]2)[CH:13]=1, predict the reactants needed to synthesize it. The reactants are: [Cl:1][C:2]1[CH:10]=[C:9]2[C:5]([CH:6]=[CH:7][NH:8]2)=[CH:4][CH:3]=1.I[C:12]1[CH:17]=[CH:16][CH:15]=[C:14]([O:18][CH3:19])[CH:13]=1.